This data is from Full USPTO retrosynthesis dataset with 1.9M reactions from patents (1976-2016). The task is: Predict the reactants needed to synthesize the given product. (1) Given the product [Si:23]([O:9][CH2:8][C@H:5]1[O:4][C@@H:3]([N:10]2[CH:17]=[CH:16][C:14](=[O:15])[NH:13][C:11]2=[O:12])[C@@:2]([F:1])([CH3:18])[C@@H:6]1[OH:7])([C:20]([CH3:22])([CH3:21])[CH3:19])([CH3:25])[CH3:24], predict the reactants needed to synthesize it. The reactants are: [F:1][C@:2]1([CH3:18])[C@H:6]([OH:7])[C@@H:5]([CH2:8][OH:9])[O:4][C@H:3]1[N:10]1[CH:17]=[CH:16][C:14](=[O:15])[NH:13][C:11]1=[O:12].[CH3:19][C:20]([Si:23](Cl)([CH3:25])[CH3:24])([CH3:22])[CH3:21].CO.C1(C)C=CC=CC=1. (2) Given the product [O:9]=[C:7]([NH:12][C:13]1[CH:18]=[CH:17][CH:16]=[CH:15][C:14]=1[CH3:19])[CH2:6][CH2:5][CH2:4][CH2:3][CH2:2][C:1]([OH:11])=[O:10], predict the reactants needed to synthesize it. The reactants are: [C:1]([OH:11])(=[O:10])[CH2:2][CH2:3][CH2:4][CH2:5][CH2:6][C:7]([OH:9])=O.[NH2:12][C:13]1[C:14]([CH3:19])=[CH:15][CH:16]=[CH:17][CH:18]=1.